This data is from Reaction yield outcomes from USPTO patents with 853,638 reactions. The task is: Predict the reaction yield, written as a fraction of the theoretical maximum amount of product (1.0 means a 100% yield; for example, 0.34 means a 34% yield). The reactants are [Br-].[C:19]1([PH+]([C:15]2[CH:20]=[CH:19][CH:18]=[CH:17]C=2)[C:19]2[CH:20]=[CH:15]C=[CH:17][CH:18]=2)[CH:20]=[CH:15]C=[CH:17][CH:18]=1.CC(C)([O-])C.[K+].O=C1CC([NH:32][C:33](=[O:39])[O:34][C:35]([CH3:38])([CH3:37])[CH3:36])C1. The product is [CH2:15]=[C:20]1[CH2:17][CH:18]([NH:32][C:33](=[O:39])[O:34][C:35]([CH3:38])([CH3:37])[CH3:36])[CH2:19]1. The catalyst is O1CCCC1. The yield is 0.707.